Dataset: Reaction yield outcomes from USPTO patents with 853,638 reactions. Task: Predict the reaction yield, written as a fraction of the theoretical maximum amount of product (1.0 means a 100% yield; for example, 0.34 means a 34% yield). (1) The reactants are [Cl:1][C:2]1[NH:7][C:6](=[O:8])[NH:5][C:4](=[O:9])[CH:3]=1.[H-].[Na+].[Br-].[Li+].Br[CH2:15][C:16]1[C:17]([C:22]#[N:23])=[CH:18][CH:19]=[CH:20][CH:21]=1. The catalyst is CN(C=O)C.CS(C)=O.CN(C=O)C. The product is [Cl:1][C:2]1[N:7]([CH2:15][C:16]2[CH:21]=[CH:20][CH:19]=[CH:18][C:17]=2[C:22]#[N:23])[C:6](=[O:8])[NH:5][C:4](=[O:9])[CH:3]=1. The yield is 0.540. (2) The reactants are Br[CH:2]([C:4]1[CH:9]=[CH:8][C:7]([N+:10]([O-:12])=[O:11])=[CH:6][CH:5]=1)[CH3:3].C(=O)([O-])[O-].[K+].[K+].[NH:19]1[CH2:24][CH2:23][O:22][CH2:21][CH2:20]1. The catalyst is CN(C=O)C. The product is [N+:10]([C:7]1[CH:8]=[CH:9][C:4]([CH:2]([N:19]2[CH2:24][CH2:23][O:22][CH2:21][CH2:20]2)[CH3:3])=[CH:5][CH:6]=1)([O-:12])=[O:11]. The yield is 0.950. (3) The reactants are F[C:2]1[CH:25]=[CH:24][C:5]([CH2:6][N:7]2[C:11](=[O:12])[N:10]([C:13]3[S:17][C:16]([C:18]([O:20]CC)=[O:19])=[C:15]([CH3:23])[CH:14]=3)[CH:9]=[N:8]2)=CC=1.C1(CCN2C(=O)N(C3SC(C(OCC)=O)=C(C)C=3)C=N2)CC1. No catalyst specified. The product is [CH:24]1([CH2:5][CH2:6][N:7]2[C:11](=[O:12])[N:10]([C:13]3[S:17][C:16]([C:18]([OH:20])=[O:19])=[C:15]([CH3:23])[CH:14]=3)[CH:9]=[N:8]2)[CH2:25][CH2:2]1. The yield is 0.960. (4) The reactants are [N+:1]([C:4]1[CH:5]=[C:6]([C:10](=[O:14])[C@H:11](O)[CH3:12])[CH:7]=[CH:8][CH:9]=1)([O-:3])=[O:2].CN(C1C2C(N(C)C)=CC=CC=2C=CC=1)C.S(OS(C(F)(F)F)(=O)=O)(C(F)(F)F)(=O)=O.[NH2:46][C:47]([CH3:51])([CH3:50])[CH2:48][OH:49]. The catalyst is C(#N)C. The product is [N+:1]([C:4]1[CH:5]=[C:6]([C@:10]2([OH:14])[O:49][CH2:48][C:47]([CH3:51])([CH3:50])[NH:46][C@H:11]2[CH3:12])[CH:7]=[CH:8][CH:9]=1)([O-:3])=[O:2]. The yield is 0.180. (5) The reactants are [Br:1][C:2]1[CH:3]=[C:4]([NH:8][C:9]2[N:14]=[CH:13][N:12]=[C:11]([NH:15][C:16]3[CH:17]=[C:18]([NH2:22])[CH:19]=[CH:20][CH:21]=3)[CH:10]=2)[CH:5]=[CH:6][CH:7]=1.C(N(CC)CC)C.[C:30](Cl)(=[O:33])[CH:31]=[CH2:32]. The catalyst is C1COCC1. The product is [Br:1][C:2]1[CH:3]=[C:4]([NH:8][C:9]2[N:14]=[CH:13][N:12]=[C:11]([NH:15][C:16]3[CH:17]=[C:18]([NH:22][C:30](=[O:33])[CH:31]=[CH2:32])[CH:19]=[CH:20][CH:21]=3)[CH:10]=2)[CH:5]=[CH:6][CH:7]=1. The yield is 0.400. (6) No catalyst specified. The product is [F:31][C:32]([F:40])([F:39])[C:23]([OH:25])=[O:24].[CH3:1][S:2]([C:3]1[CH:8]=[CH:7][C:6]([C:9]2[N:14]=[CH:13][C:12]([O:15][CH2:16][CH:17]3[CH2:22][CH2:21][N:20]([C:23]([O:25][CH:26]([CH3:28])[CH3:27])=[O:24])[CH2:19][CH2:18]3)=[CH:11][CH:10]=2)=[CH:5][CH:4]=1)=[O:38]. The yield is 0.990. The reactants are [CH3:1][S:2][C:3]1[CH:8]=[CH:7][C:6]([C:9]2[N:14]=[CH:13][C:12]([O:15][CH2:16][CH:17]3[CH2:22][CH2:21][N:20]([C:23]([O:25][CH:26]([CH3:28])[CH3:27])=[O:24])[CH2:19][CH2:18]3)=[CH:11][CH:10]=2)=[CH:5][CH:4]=1.OO.[F:31][C:32]([F:40])([F:39])C([OH:38])C(F)(F)F. (7) The reactants are [CH2:1]([OH:13])[CH2:2][O:3][CH2:4][CH2:5][O:6][CH2:7][CH2:8][O:9][CH2:10][CH2:11][OH:12].[OH-].[Na+].[CH2:16](Cl)[C:17]1[CH:22]=[CH:21][CH:20]=[CH:19][CH:18]=1. The catalyst is [Na+].[Cl-]. The product is [CH2:16]([O:12][CH2:11][CH2:10][O:9][CH2:8][CH2:7][O:6][CH2:5][CH2:4][O:3][CH2:2][CH2:1][OH:13])[C:17]1[CH:22]=[CH:21][CH:20]=[CH:19][CH:18]=1. The yield is 0.710.